From a dataset of Full USPTO retrosynthesis dataset with 1.9M reactions from patents (1976-2016). Predict the reactants needed to synthesize the given product. Given the product [Cl:31][C:19]1[C:18]([N+:22]([O-:24])=[O:23])=[CH:17][N:16]=[C:15]([C:7]2[CH:8]=[C:9]([C:10]3[CH:14]=[CH:13][O:12][N:11]=3)[N:5]([CH2:4][C:3]3[CH:25]=[CH:26][CH:27]=[CH:28][C:2]=3[F:1])[N:6]=2)[N:20]=1, predict the reactants needed to synthesize it. The reactants are: [F:1][C:2]1[CH:28]=[CH:27][CH:26]=[CH:25][C:3]=1[CH2:4][N:5]1[C:9]([C:10]2[CH:14]=[CH:13][O:12][N:11]=2)=[CH:8][C:7]([C:15]2[N:20]=[C:19](O)[C:18]([N+:22]([O-:24])=[O:23])=[CH:17][N:16]=2)=[N:6]1.P(Cl)(Cl)([Cl:31])=O.